Predict which catalyst facilitates the given reaction. From a dataset of Catalyst prediction with 721,799 reactions and 888 catalyst types from USPTO. (1) Reactant: [F:1][C:2]1[CH:7]=[CH:6][C:5]([C:8]2[C:17]3[C:12](=[N:13][C:14]([C:18]([F:21])([F:20])[F:19])=[CH:15][CH:16]=3)[N:11]=[CH:10][CH:9]=2)=[CH:4][C:3]=1[OH:22].C(=O)([O-])[O-].[Cs+].[Cs+].Cl.Cl[CH2:31][C:32]1[CH:33]=[N:34][CH:35]=[CH:36][CH:37]=1. Product: [F:1][C:2]1[CH:7]=[CH:6][C:5]([C:8]2[CH:9]=[CH:10][N:11]=[C:12]3[C:17]=2[CH:16]=[CH:15][C:14]([C:18]([F:19])([F:20])[F:21])=[N:13]3)=[CH:4][C:3]=1[O:22][CH2:31][C:32]1[CH:33]=[N:34][CH:35]=[CH:36][CH:37]=1. The catalyst class is: 3. (2) Reactant: C([O:4][C@@H:5]1[C@@H:10]([O:11]C(=O)C)[C@H:9]([O:15]C(=O)C)[C@@H:8]([CH2:19][O:20]C(=O)C)[O:7][C@H:6]1[C:24]1[CH:25]=[C:26]([C:30]2[CH:35]=[CH:34][C:33]([C@@H:36]3[C@@H:39]([CH2:40][CH2:41][C@@H:42]([C:44]4[CH:49]=[CH:48][C:47]([F:50])=[CH:46][CH:45]=4)[OH:43])[C:38](=[O:51])[N:37]3[C:52]3[CH:57]=[CH:56][CH:55]=[CH:54][CH:53]=3)=[CH:32][CH:31]=2)[CH:27]=[CH:28][CH:29]=1)(=O)C.C(N(CC)CC)C.O. Product: [F:50][C:47]1[CH:48]=[CH:49][C:44]([C@@H:42]([OH:43])[CH2:41][CH2:40][C@H:39]2[C:38](=[O:51])[N:37]([C:52]3[CH:53]=[CH:54][CH:55]=[CH:56][CH:57]=3)[C@@H:36]2[C:33]2[CH:32]=[CH:31][C:30]([C:26]3[CH:27]=[CH:28][CH:29]=[C:24]([C@@H:6]4[O:7][C@H:8]([CH2:19][OH:20])[C@@H:9]([OH:15])[C@H:10]([OH:11])[C@H:5]4[OH:4])[CH:25]=3)=[CH:35][CH:34]=2)=[CH:45][CH:46]=1. The catalyst class is: 5. (3) Reactant: [N:1]1[C:10]2[C:5](=[CH:6][CH:7]=[CH:8][CH:9]=2)[CH:4]=[C:3]([C:11]2[CH:12]=[C:13]([NH2:16])[NH:14][N:15]=2)[CH:2]=1.C1COCC1.[OH-].[K+].[C:24](O[C:24]([O:26][C:27]([CH3:30])([CH3:29])[CH3:28])=[O:25])([O:26][C:27]([CH3:30])([CH3:29])[CH3:28])=[O:25]. Product: [C:27]([O:26][C:24]([N:14]1[C:13]([NH2:16])=[CH:12][C:11]([C:3]2[CH:2]=[N:1][C:10]3[C:5]([CH:4]=2)=[CH:6][CH:7]=[CH:8][CH:9]=3)=[N:15]1)=[O:25])([CH3:30])([CH3:29])[CH3:28]. The catalyst class is: 2. (4) Reactant: [CH:1]1[C:13]2[N:12]([CH:14]3[C:23]4[C:18](=[CH:19][CH:20]=[CH:21][CH:22]=4)[N:17]([C:24](=[O:35])[C:25]4[CH:30]=[CH:29][C:28]([O:31][CH3:32])=[C:27]([O:33][CH3:34])[CH:26]=4)[CH:16]([CH2:36][CH2:37][CH2:38][CH2:39][C:40](O)=[O:41])[CH2:15]3)[C:11]3[C:6](=[CH:7][CH:8]=[CH:9][CH:10]=3)[C:5]=2[CH:4]=[CH:3][CH:2]=1.Cl.[CH2:44]([O:46][C:47](=[O:51])[CH2:48][CH2:49][NH2:50])[CH3:45].ON1C2C=CC=CC=2N=N1.Cl.C(N=C=NCCCN(C)C)C. The catalyst class is: 9. Product: [CH:1]1[C:13]2[N:12]([CH:14]3[C:23]4[C:18](=[CH:19][CH:20]=[CH:21][CH:22]=4)[N:17]([C:24](=[O:35])[C:25]4[CH:30]=[CH:29][C:28]([O:31][CH3:32])=[C:27]([O:33][CH3:34])[CH:26]=4)[CH:16]([CH2:36][CH2:37][CH2:38][CH2:39][C:40]([NH:50][CH2:49][CH2:48][C:47]([O:46][CH2:44][CH3:45])=[O:51])=[O:41])[CH2:15]3)[C:11]3[C:6](=[CH:7][CH:8]=[CH:9][CH:10]=3)[C:5]=2[CH:4]=[CH:3][CH:2]=1. (5) Reactant: [Br:1][C:2]1[CH:3]=[C:4]([CH:7]=[C:8]([N+:11]([O-])=O)[C:9]=1[OH:10])[C:5]#[N:6].B.C1COCC1.B.Cl. Product: [NH2:11][C:8]1[CH:7]=[C:4]([CH2:5][NH2:6])[CH:3]=[C:2]([Br:1])[C:9]=1[OH:10]. The catalyst class is: 1. (6) Product: [NH2:1][C:2]1[C:3]2[C:10]([C:11]3[CH:16]=[CH:15][C:14]([NH:17][C:18](=[O:19])[O:35][CH2:36][C@@H:37]4[CH2:38][CH2:39][C:40](=[O:42])[NH:41]4)=[C:13]([O:27][CH3:28])[CH:12]=3)=[CH:9][N:8]([CH:29]3[CH2:34][CH2:33][O:32][CH2:31][CH2:30]3)[C:4]=2[N:5]=[CH:6][N:7]=1. Reactant: [NH2:1][C:2]1[C:3]2[C:10]([C:11]3[CH:16]=[CH:15][C:14]([NH:17][C:18](=O)[O:19]C4C=CC=CC=4)=[C:13]([O:27][CH3:28])[CH:12]=3)=[CH:9][N:8]([CH:29]3[CH2:34][CH2:33][O:32][CH2:31][CH2:30]3)[C:4]=2[N:5]=[CH:6][N:7]=1.[OH:35][CH2:36][C@H:37]1[NH:41][C:40](=[O:42])[CH2:39][CH2:38]1. The catalyst class is: 17. (7) Reactant: [Br:1][C:2]1[CH:3]=[CH:4][C:5]([F:22])=[C:6]([CH2:8][CH2:9][CH2:10]OS(C2C=CC(C)=CC=2)(=O)=O)[CH:7]=1.[C-:23]#[N:24].[Na+]. Product: [Br:1][C:2]1[CH:3]=[CH:4][C:5]([F:22])=[C:6]([CH2:8][CH2:9][CH2:10][C:23]#[N:24])[CH:7]=1. The catalyst class is: 16.